Dataset: Full USPTO retrosynthesis dataset with 1.9M reactions from patents (1976-2016). Task: Predict the reactants needed to synthesize the given product. (1) Given the product [OH:9][CH2:8][C:7]1[CH:6]=[C:5]([S:2]([NH2:1])(=[O:3])=[O:4])[CH:14]=[CH:13][CH:12]=1, predict the reactants needed to synthesize it. The reactants are: [NH2:1][S:2]([C:5]1[CH:6]=[C:7]([CH:12]=[CH:13][CH:14]=1)[C:8](OC)=[O:9])(=[O:4])=[O:3].[Cl-].[Cl-].[Ca+2].[BH4-].[Na+]. (2) Given the product [CH3:26][C:23]1[S:24][CH:25]=[C:21]([C:20]#[C:19][C:16]2[CH:17]=[CH:18][C:13]([N:1]3[C:5]4=[N:6][CH:7]=[CH:8][CH:9]=[C:4]4[CH:3]=[CH:2]3)=[N:14][CH:15]=2)[N:22]=1, predict the reactants needed to synthesize it. The reactants are: [NH:1]1[C:5]2=[N:6][CH:7]=[CH:8][CH:9]=[C:4]2[CH:3]=[CH:2]1.[H-].[Na+].Cl[C:13]1[CH:18]=[CH:17][C:16]([C:19]#[C:20][C:21]2[N:22]=[C:23]([CH3:26])[S:24][CH:25]=2)=[CH:15][N:14]=1. (3) Given the product [NH2:13][CH2:12][C:11]1[C:2]([NH2:1])=[N:3][C:4]2[C:9]([C:10]=1[C:14]1[CH:19]=[CH:18][C:17]([CH3:20])=[CH:16][CH:15]=1)=[CH:8][CH:7]=[CH:6][CH:5]=2, predict the reactants needed to synthesize it. The reactants are: [NH2:1][C:2]1[C:11]([C:12]#[N:13])=[C:10]([C:14]2[CH:19]=[CH:18][C:17]([CH3:20])=[CH:16][CH:15]=2)[C:9]2[C:4](=[CH:5][CH:6]=[CH:7][CH:8]=2)[N:3]=1.[H-].[H-].[H-].[H-].[Li+].[Al+3].O. (4) Given the product [NH2:16][NH:17][C:18]([NH2:20])=[O:19].[C:1]([CH2:9][C:10]([O:12][CH2:13][CH3:14])=[O:11])(=[O:8])[C:2]1[CH:7]=[CH:6][CH:5]=[CH:4][CH:3]=1, predict the reactants needed to synthesize it. The reactants are: [C:1]([CH2:9][C:10]([O:12][CH2:13][CH3:14])=[O:11])(=[O:8])[C:2]1[CH:7]=[CH:6][CH:5]=[CH:4][CH:3]=1.Cl.[NH2:16][NH:17][C:18]([NH2:20])=[O:19].N1C=CC=CC=1. (5) Given the product [CH2:58]([NH:65][C:13]([C:12]1[CH:16]=[CH:17][C:9]([Cl:8])=[C:10]([NH:18][C:19]([C:21]2[C:22](=[O:33])[NH:23][C:24]3[C:29]([CH:30]=2)=[CH:28][CH:27]=[C:26]([O:31][CH3:32])[N:25]=3)=[O:20])[CH:11]=1)=[O:15])[C:59]1[CH:64]=[CH:63][CH:62]=[CH:61][CH:60]=1, predict the reactants needed to synthesize it. The reactants are: C(N(CC)CC)C.[Cl:8][C:9]1[CH:17]=[CH:16][C:12]([C:13]([OH:15])=O)=[CH:11][C:10]=1[NH:18][C:19]([C:21]1[C:22](=[O:33])[NH:23][C:24]2[C:29]([CH:30]=1)=[CH:28][CH:27]=[C:26]([O:31][CH3:32])[N:25]=2)=[O:20].CN(C(ON1N=NC2C=CC=NC1=2)=[N+](C)C)C.F[P-](F)(F)(F)(F)F.[CH2:58]([NH2:65])[C:59]1[CH:64]=[CH:63][CH:62]=[CH:61][CH:60]=1. (6) Given the product [Br:1][C:2]1[C:10]2[C:5](=[CH:6][CH:7]=[CH:8][C:9]=2[C:11]2[CH:16]=[CH:15][CH:14]=[CH:13][C:12]=2[CH3:17])[N:4]([CH2:18][CH2:19][CH2:20][O:21][C:22]2[C:31]3[C:26](=[CH:27][CH:28]=[CH:29][CH:30]=3)[CH:25]=[CH:24][CH:23]=2)[C:3]=1[C:32]([OH:34])=[O:33], predict the reactants needed to synthesize it. The reactants are: [Br:1][C:2]1[C:10]2[C:5](=[CH:6][CH:7]=[CH:8][C:9]=2[C:11]2[CH:16]=[CH:15][CH:14]=[CH:13][C:12]=2[CH3:17])[N:4]([CH2:18][CH2:19][CH2:20][O:21][C:22]2[C:31]3[C:26](=[CH:27][CH:28]=[CH:29][CH:30]=3)[CH:25]=[CH:24][CH:23]=2)[C:3]=1[C:32]([O:34]C)=[O:33].[OH-].[Na+].CO.Cl.